This data is from Catalyst prediction with 721,799 reactions and 888 catalyst types from USPTO. The task is: Predict which catalyst facilitates the given reaction. (1) Reactant: [CH2:1]([C@H:8]([NH:30]C(=O)OC(C)(C)C)[CH2:9][C@H:10]([OH:29])[C@@H:11]([NH:19][C:20]([O:22][CH2:23][C:24]1[S:28][CH:27]=[N:26][CH:25]=1)=[O:21])[CH2:12][C:13]1[CH:18]=[CH:17][CH:16]=[CH:15][CH:14]=1)[C:2]1[CH:7]=[CH:6][CH:5]=[CH:4][CH:3]=1. The catalyst class is: 89. Product: [NH2:30][C@@H:8]([CH2:1][C:2]1[CH:3]=[CH:4][CH:5]=[CH:6][CH:7]=1)[CH2:9][C@H:10]([OH:29])[C@@H:11]([NH:19][C:20](=[O:21])[O:22][CH2:23][C:24]1[S:28][CH:27]=[N:26][CH:25]=1)[CH2:12][C:13]1[CH:18]=[CH:17][CH:16]=[CH:15][CH:14]=1. (2) Reactant: CO[C:3]1[CH:8]([N:9]2[C:17](=[O:18])[C:16]3[C:11](=[CH:12][CH:13]=[CH:14][CH:15]=3)[C:10]2=[O:19])[CH2:7][CH2:6][CH2:5][N:4]=1.[Cl-:20].[NH4+:21]. Product: [ClH:20].[NH2:21][C:3]1[CH:8]([N:9]2[C:17](=[O:18])[C:16]3[C:11](=[CH:12][CH:13]=[CH:14][CH:15]=3)[C:10]2=[O:19])[CH2:7][CH2:6][CH2:5][N:4]=1. The catalyst class is: 5. (3) Reactant: [CH3:1][CH:2]1[CH2:7][CH2:6][CH:5]([N:8]2[CH2:13][CH2:12][N:11]([C:14]3[CH:19]=[CH:18][C:17]([C:20]4[S:24][C:23]([C:25]5[CH:42]=[CH:41][C:28]([C:29](ON6C7C=CC=CC=7N=N6)=[O:30])=[CH:27][CH:26]=5)=[N:22][N:21]=4)=[CH:16][CH:15]=3)[CH2:10][CH2:9]2)[CH2:4][CH2:3]1.Cl.[CH3:44][NH:45][O:46][CH3:47].C(N(C(C)C)CC)(C)C.O. Product: [CH3:47][O:46][N:45]([CH3:44])[C:29](=[O:30])[C:28]1[CH:27]=[CH:26][C:25]([C:23]2[S:24][C:20]([C:17]3[CH:18]=[CH:19][C:14]([N:11]4[CH2:10][CH2:9][N:8]([C@H:5]5[CH2:6][CH2:7][C@@H:2]([CH3:1])[CH2:3][CH2:4]5)[CH2:13][CH2:12]4)=[CH:15][CH:16]=3)=[N:21][N:22]=2)=[CH:42][CH:41]=1. The catalyst class is: 9. (4) Reactant: [NH2:1][C:2]1[CH:7]=[CH:6][C:5]([C:8]2[C:16]3[C:11](=[N:12][CH:13]=[N:14][C:15]=3[NH2:17])[N:10]([CH:18]3[CH2:23][CH2:22][N:21]([CH:24]4[CH2:29][CH2:28][N:27]([CH3:30])[CH2:26][CH2:25]4)[CH2:20][CH2:19]3)[N:9]=2)=[CH:4][C:3]=1[O:31][CH3:32].[F:33][C:34]([F:46])([F:45])[O:35][C:36]1[CH:41]=[CH:40][C:39]([C:42](Cl)=[O:43])=[CH:38][CH:37]=1. Product: [NH2:17][C:15]1[N:14]=[CH:13][N:12]=[C:11]2[N:10]([CH:18]3[CH2:23][CH2:22][N:21]([CH:24]4[CH2:29][CH2:28][N:27]([CH3:30])[CH2:26][CH2:25]4)[CH2:20][CH2:19]3)[N:9]=[C:8]([C:5]3[CH:6]=[CH:7][C:2]([NH:1][C:42](=[O:43])[C:39]4[CH:40]=[CH:41][C:36]([O:35][C:34]([F:33])([F:45])[F:46])=[CH:37][CH:38]=4)=[C:3]([O:31][CH3:32])[CH:4]=3)[C:16]=12. The catalyst class is: 529. (5) Reactant: C(O[C:6]1[C:14](OC)=[CH:13][C:9]([C:10](O)=[O:11])=[CH:8][C:7]=1OC)CCC.[Cl-].[NH2:20][C@@H]1C2CCN(CC2)C1.C(N(C(C)C)CC)(C)C.C[NH3+].F[P-](F)(F)(F)(F)F.N1(OC(N(C)C)=[N+](C)C)C2N=CC=CC=2N=N1.F[P-](F)(F)(F)(F)F. Product: [C:10]([NH2:20])(=[O:11])[C:9]1[CH:13]=[CH:14][CH:6]=[CH:7][CH:8]=1. The catalyst class is: 3.